From a dataset of Forward reaction prediction with 1.9M reactions from USPTO patents (1976-2016). Predict the product of the given reaction. (1) Given the reactants C([N:8]1[C@H:12]2[CH2:13][S:14][C@@H:15]([CH2:16][CH2:17][CH2:18][CH2:19][C:20]([OH:22])=[O:21])[C@H:11]2[N:10](CC2C=CC=CC=2)[C:9]1=[O:30])C1C=CC=CC=1.Br.[OH-].[Na+], predict the reaction product. The product is: [OH:22][C:20]([CH2:19][CH2:18][CH2:17][CH2:16][C@H:15]1[C@@H:11]2[C@@H:12]([NH:8][C:9]([NH:10]2)=[O:30])[CH2:13][S:14]1)=[O:21]. (2) The product is: [Br:7][C:8]1[S:12][C:11]([S:13]([N:1]2[CH2:6][CH2:5][CH2:4][CH2:3][CH2:2]2)(=[O:15])=[O:14])=[CH:10][CH:9]=1. Given the reactants [NH:1]1[CH2:6][CH2:5][CH2:4][CH2:3][CH2:2]1.[Br:7][C:8]1[S:12][C:11]([S:13](Cl)(=[O:15])=[O:14])=[CH:10][CH:9]=1.C(N(CC)CC)C, predict the reaction product.